This data is from Forward reaction prediction with 1.9M reactions from USPTO patents (1976-2016). The task is: Predict the product of the given reaction. (1) The product is: [CH3:3][C:2]([NH:11][C:12](=[O:13])[O:14][CH2:15][C:16]1[CH:21]=[CH:20][CH:19]=[CH:18][CH:17]=1)([CH2:4][CH2:5][N:6]1[CH2:7][CH2:8][CH2:9][CH2:10]1)[CH3:1]. Given the reactants [CH3:1][C:2]([NH2:11])([CH2:4][CH2:5][N:6]1[CH2:10][CH2:9][CH2:8][CH2:7]1)[CH3:3].[C:12](ON1C(=O)CCC1=O)([O:14][CH2:15][C:16]1[CH:21]=[CH:20][CH:19]=[CH:18][CH:17]=1)=[O:13], predict the reaction product. (2) Given the reactants [Cl:1][C:2]1[CH:15]=[CH:14][C:13]2[C:4](=[C:5]3[C:10](=[CH:11][CH:12]=2)[CH:9]=[CH:8][CH:7]=[N:6]3)[N:3]=1.[S:16]([O:21]C)([O:19][CH3:20])(=[O:18])=[O:17], predict the reaction product. The product is: [S:16]([O-:21])([OH:19])(=[O:18])=[O:17].[Cl:1][C:2]1[CH:15]=[CH:14][C:13]2[C:4]([N:3]=1)=[C:5]1[C:10]([CH:9]=[CH:8][CH:7]=[N+:6]1[CH3:20])=[CH:11][CH:12]=2. (3) Given the reactants [Cl:1][C:2]1[CH:7]=[C:6]([OH:8])[CH:5]=[CH:4][C:3]=1[CH:9]([CH3:28])[C:10]([C:16]1[CH:17]=[CH:18][C:19]2[O:24][CH2:23][C:22](=[O:25])[N:21]([CH3:26])[C:20]=2[CH:27]=1)([OH:15])[C:11]([F:14])([F:13])[F:12].[Cl:29][C:30]1[CH:35]=[CH:34][C:33](B(O)O)=[CH:32][C:31]=1[C:39]([O:41][CH2:42][CH3:43])=[O:40], predict the reaction product. The product is: [CH2:42]([O:41][C:39](=[O:40])[C:31]1[CH:32]=[C:33]([O:8][C:6]2[CH:5]=[CH:4][C:3]([CH:9]([CH3:28])[C:10]([OH:15])([C:16]3[CH:17]=[CH:18][C:19]4[O:24][CH2:23][C:22](=[O:25])[N:21]([CH3:26])[C:20]=4[CH:27]=3)[C:11]([F:12])([F:13])[F:14])=[C:2]([Cl:1])[CH:7]=2)[CH:34]=[CH:35][C:30]=1[Cl:29])[CH3:43]. (4) The product is: [CH2:1]([O:3][C:4]([C:6]1[CH:11]=[CH:10][C:9]([S:12]([Cl:19])(=[O:15])=[O:13])=[CH:8][CH:7]=1)=[O:5])[CH3:2]. Given the reactants [CH2:1]([O:3][C:4]([C:6]1[CH:11]=[CH:10][C:9]([S:12]([O-:15])(=O)=[O:13])=[CH:8][CH:7]=1)=[O:5])[CH3:2].[K+].O=P(Cl)(Cl)[Cl:19], predict the reaction product. (5) Given the reactants C([O-])([O-])=O.[K+].[K+].Br[C:8]1[CH:13]=[CH:12][C:11]([C@@H:14]2[CH2:23][CH2:22][C@@:16]3([NH:20][C:19](=[O:21])[O:18][CH2:17]3)[CH2:15]2)=[CH:10][CH:9]=1.[C:24]([OH:32])(=[O:31])[C:25]([CH2:27][C:28]([OH:30])=[O:29])=[CH2:26].C(=O)=O, predict the reaction product. The product is: [O:21]=[C:19]1[O:18][CH2:17][C@:16]2([CH2:22][CH2:23][C@@H:14]([C:11]3[CH:12]=[CH:13][C:8](/[CH:26]=[C:25](\[CH2:27][C:28]([OH:30])=[O:29])/[C:24]([OH:32])=[O:31])=[CH:9][CH:10]=3)[CH2:15]2)[NH:20]1.